The task is: Predict the reactants needed to synthesize the given product.. This data is from Full USPTO retrosynthesis dataset with 1.9M reactions from patents (1976-2016). (1) The reactants are: [CH:1]1([S:4]([CH:7]([C:11]2[CH:16]=[CH:15][CH:14]=[CH:13][CH:12]=2)C(O)=O)(=[O:6])=[O:5])[CH2:3][CH2:2]1.C1C(=O)N([I:24])C(=O)C1. Given the product [CH:1]1([S:4]([CH:7]([I:24])[C:11]2[CH:16]=[CH:15][CH:14]=[CH:13][CH:12]=2)(=[O:6])=[O:5])[CH2:3][CH2:2]1, predict the reactants needed to synthesize it. (2) Given the product [N+:24]([C:23]1[C:18]([N:13]2[CH2:14][CH2:15][C:10]([CH2:9][C:8]#[C:7][C:1]3[CH:2]=[CH:3][CH:4]=[CH:5][CH:6]=3)([OH:16])[CH2:11][CH2:12]2)=[N:19][CH:20]=[CH:21][CH:22]=1)([O-:26])=[O:25], predict the reactants needed to synthesize it. The reactants are: [C:1]1([C:7]#[C:8][CH2:9][C:10]2([OH:16])[CH2:15][CH2:14][NH:13][CH2:12][CH2:11]2)[CH:6]=[CH:5][CH:4]=[CH:3][CH:2]=1.Cl[C:18]1[C:23]([N+:24]([O-:26])=[O:25])=[CH:22][CH:21]=[CH:20][N:19]=1.C(N(CC)CC)C. (3) Given the product [CH3:1][C:2]1[N:3]([C:11]2[CH:16]=[CH:15][CH:14]=[CH:13][CH:12]=2)[C:4]2[CH2:9][CH2:8][NH:7][CH2:6][C:5]=2[N:10]=1, predict the reactants needed to synthesize it. The reactants are: [CH3:1][C:2]1[N:3]([C:11]2[CH:16]=[CH:15][CH:14]=[CH:13][CH:12]=2)[C:4]2[CH:9]=[CH:8][N:7]=[CH:6][C:5]=2[N:10]=1.C(Br)C1C=CC=CC=1. (4) Given the product [CH2:1]([O:3][C:4]1[N:8]([CH2:9][C:10]2[CH:15]=[CH:14][C:13]([C:16]3[CH:21]=[CH:20][CH:19]=[CH:18][C:17]=3[C:22]3[N:26]([C:27]([C:40]4[CH:41]=[CH:42][CH:43]=[CH:44][CH:45]=4)([C:34]4[CH:39]=[CH:38][CH:37]=[CH:36][CH:35]=4)[C:28]4[CH:33]=[CH:32][CH:31]=[CH:30][CH:29]=4)[N:25]=[N:24][N:23]=3)=[CH:12][CH:11]=2)[C:7]2[C:46]([C:50]([O:52][C:53]([O:55][C:56]([O:88][C@@H:85]3[CH2:86][O:87][C@@H:81]4[C@H:80]([O:79][C:77](=[O:78])[CH2:76][CH2:75][CH2:74][CH:73]([O:72][N+:69]([O-:71])=[O:70])[CH2:89][O:90][N+:91]([O-:93])=[O:92])[CH2:84][O:83][C@H:82]34)=[O:57])([CH3:68])[CH3:54])=[O:51])=[CH:47][CH:48]=[CH:49][C:6]=2[N:5]=1)[CH3:2], predict the reactants needed to synthesize it. The reactants are: [CH2:1]([O:3][C:4]1[N:8]([CH2:9][C:10]2[CH:15]=[CH:14][C:13]([C:16]3[CH:21]=[CH:20][CH:19]=[CH:18][C:17]=3[C:22]3[N:26]([C:27]([C:40]4[CH:45]=[CH:44][CH:43]=[CH:42][CH:41]=4)([C:34]4[CH:39]=[CH:38][CH:37]=[CH:36][CH:35]=4)[C:28]4[CH:33]=[CH:32][CH:31]=[CH:30][CH:29]=4)[N:25]=[N:24][N:23]=3)=[CH:12][CH:11]=2)[C:7]2[C:46]([C:50]([O:52][C:53]([CH3:68])([O:55][C:56](OC3C=CC([N+]([O-])=O)=CC=3)=[O:57])[CH3:54])=[O:51])=[CH:47][CH:48]=[CH:49][C:6]=2[N:5]=1)[CH3:2].[N+:69]([O:72][CH:73]([CH2:89][O:90][N+:91]([O-:93])=[O:92])[CH2:74][CH2:75][CH2:76][C:77]([O:79][C@@H:80]1[CH2:84][O:83][C@@H:82]2[C@H:85]([OH:88])[CH2:86][O:87][C@H:81]12)=[O:78])([O-:71])=[O:70].CN(C1C=CC=CN=1)C. (5) Given the product [C:1]([NH:5][CH2:6][C:7]1[CH:16]=[CH:15][C:14]2[C:9](=[CH:10][CH:11]=[CH:12][CH:13]=2)[C:8]=1[C:17]1[N:22]=[C:21]([CH:23]=[N:30][C:29]2[C:31]([CH:35]([CH3:36])[CH3:37])=[CH:32][CH:33]=[CH:34][C:28]=2[CH:25]([CH3:27])[CH3:26])[CH:20]=[CH:19][CH:18]=1)([CH3:4])([CH3:3])[CH3:2], predict the reactants needed to synthesize it. The reactants are: [C:1]([NH:5][CH2:6][C:7]1[CH:16]=[CH:15][C:14]2[C:9](=[CH:10][CH:11]=[CH:12][CH:13]=2)[C:8]=1[C:17]1[N:22]=[C:21]([CH:23]=O)[CH:20]=[CH:19][CH:18]=1)([CH3:4])([CH3:3])[CH3:2].[CH:25]([C:28]1[CH:34]=[CH:33][CH:32]=[C:31]([CH:35]([CH3:37])[CH3:36])[C:29]=1[NH2:30])([CH3:27])[CH3:26].